This data is from Catalyst prediction with 721,799 reactions and 888 catalyst types from USPTO. The task is: Predict which catalyst facilitates the given reaction. (1) Reactant: [H-].[Al+3].[Li+].[H-].[H-].[H-].[CH2:7]([N:9]1[C:17]2[C:12](=[N:13][CH:14]=[CH:15][CH:16]=2)[N:11]([C:18]2[CH:39]=[CH:38][C:21]([O:22][C:23]3[N:27]([CH2:28][C:29](OCC)=[O:30])[C:26]4[CH:34]=[CH:35][CH:36]=[CH:37][C:25]=4[N:24]=3)=[CH:20][CH:19]=2)[C:10]1=[O:40])[CH3:8].[Cl-].[Cl-].[Ca+2]. Product: [CH2:7]([N:9]1[C:17]2[C:12](=[N:13][CH:14]=[CH:15][CH:16]=2)[N:11]([C:18]2[CH:19]=[CH:20][C:21]([O:22][C:23]3[N:27]([CH2:28][CH2:29][OH:30])[C:26]4[CH:34]=[CH:35][CH:36]=[CH:37][C:25]=4[N:24]=3)=[CH:38][CH:39]=2)[C:10]1=[O:40])[CH3:8]. The catalyst class is: 1. (2) Reactant: [BH4-].[Na+].[F:3][C:4]([F:23])([F:22])[O:5][C:6]1[CH:11]=[CH:10][C:9]([S:12]([N:15]2[CH2:20][CH2:19][C:18](=[O:21])[CH2:17][CH2:16]2)(=[O:14])=[O:13])=[CH:8][CH:7]=1. Product: [F:23][C:4]([F:3])([F:22])[O:5][C:6]1[CH:7]=[CH:8][C:9]([S:12]([N:15]2[CH2:16][CH2:17][CH:18]([OH:21])[CH2:19][CH2:20]2)(=[O:13])=[O:14])=[CH:10][CH:11]=1. The catalyst class is: 5. (3) Product: [CH3:51][C@H:11]1[C@H:12]2[CH2:13][C@H:14]3[C:15]([CH3:16])([CH3:17])[C@@H:3]([CH2:4][CH2:5][C@:7]2([CH3:58])[CH2:8][CH2:9][CH2:10]1)[C@H:2]([CH3:1])[CH2:19][CH2:18]3. Reactant: [CH3:1][C:2]1[C@@H:19](OC([C@H](O)[C@@H](NC(C2C=CC=CC=2)=O)C2C=CC=CC=2)=O)[CH2:18][C@:14]2(O)[C:15]([CH3:17])([CH3:16])[C:3]=1[C@@H:4](OC(C)=O)[C:5]([C@@:7]1([CH3:58])[C@H:12]([C@@H:13]2OC(C2C=CC=CC=2)=O)[C@:11]2(OC(C)=O)[CH2:51]O[C@@H:10]2[CH2:9][C@@H:8]1O)=O.C1(=O)OC(=O)C=C1. The catalyst class is: 4. (4) Reactant: [Br:1][C:2]1[CH:3]=[C:4]([CH2:10][OH:11])[C:5]([CH2:8][OH:9])=[N:6][CH:7]=1.[CH3:12][S:13](O[S:13]([CH3:12])(=[O:15])=[O:14])(=[O:15])=[O:14]. Product: [Br:1][C:2]1[CH:3]=[C:4]([CH2:10][O:11][S:13]([CH3:12])(=[O:15])=[O:14])[C:5]([CH2:8][O:9][S:13]([CH3:12])(=[O:15])=[O:14])=[N:6][CH:7]=1. The catalyst class is: 49. (5) Reactant: [C:1]([O:5][C:6](=[O:28])[CH2:7][C@H:8]([C:18]1[O:22][N:21]=[C:20]([C:23]([O:25]CC)=O)[N:19]=1)[CH2:9][CH2:10][CH2:11][CH:12]1[CH2:17][CH2:16][CH2:15][CH2:14][CH2:13]1)([CH3:4])([CH3:3])[CH3:2].[CH2:29]1[C:38]2[C:33](=[CH:34][CH:35]=[CH:36][CH:37]=2)[CH2:32][CH2:31][NH:30]1. Product: [CH:12]1([CH2:11][CH2:10][CH2:9][C@@H:8]([C:18]2[O:22][N:21]=[C:20]([C:23]([N:30]3[CH2:31][CH2:32][C:33]4[C:38](=[CH:37][CH:36]=[CH:35][CH:34]=4)[CH2:29]3)=[O:25])[N:19]=2)[CH2:7][C:6]([O:5][C:1]([CH3:4])([CH3:3])[CH3:2])=[O:28])[CH2:13][CH2:14][CH2:15][CH2:16][CH2:17]1. The catalyst class is: 8. (6) Reactant: [CH2:1]([O:8][CH2:9][C:10](=[O:17])[CH2:11][C:12]([O:14][CH2:15][CH3:16])=[O:13])[C:2]1[CH:7]=[CH:6][CH:5]=[CH:4][CH:3]=1.[BH4-].[Na+].O. Product: [CH2:1]([O:8][CH2:9][CH:10]([OH:17])[CH2:11][C:12]([O:14][CH2:15][CH3:16])=[O:13])[C:2]1[CH:7]=[CH:6][CH:5]=[CH:4][CH:3]=1. The catalyst class is: 5. (7) Reactant: [Br:1][C:2]1[CH:7]=[C:6]([N+:8]([O-])=O)[CH:5]=[CH:4][C:3]=1[O:11][CH3:12].O.O.Cl[Sn]Cl.CO.C([O-])(O)=O.[Na+]. Product: [Br:1][C:2]1[CH:7]=[C:6]([NH2:8])[CH:5]=[CH:4][C:3]=1[O:11][CH3:12]. The catalyst class is: 161.